From a dataset of Forward reaction prediction with 1.9M reactions from USPTO patents (1976-2016). Predict the product of the given reaction. (1) The product is: [NH:3]1[CH:2]=[C:6]([C:21]2[CH:20]=[N:19][N:18]([CH3:17])[C:22]=2[CH2:23][CH2:24][C:25]2[CH:26]=[CH:27][C:28]([C:31]([F:32])([F:33])[F:34])=[CH:29][CH:30]=2)[N:5]=[CH:4]1. Given the reactants I[C:2]1[N:3]=[CH:4][N:5](S(C2C=CC(C)=CC=2)(=O)=O)[CH:6]=1.[CH3:17][N:18]1[C:22]([CH2:23][CH2:24][C:25]2[CH:30]=[CH:29][C:28]([C:31]([F:34])([F:33])[F:32])=[CH:27][CH:26]=2)=[C:21](B2OC(C)(C)C(C)(C)O2)[CH:20]=[N:19]1.C(=O)([O-])[O-].[Na+].[Na+].C(O)C, predict the reaction product. (2) Given the reactants [F:1][C:2]1[CH:3]=[C:4]([C:8]2[N:13]=[C:12]3[S:14][CH:15]=[CH:16][C:11]3=[CH:10][C:9]=2[C@@H:17]([NH2:19])[CH3:18])[CH:5]=[CH:6][CH:7]=1.Cl[C:21]1[N:29]=[CH:28][N:27]=[C:26]2[C:22]=1[NH:23][CH:24]=[N:25]2.CCN(C(C)C)C(C)C, predict the reaction product. The product is: [F:1][C:2]1[CH:3]=[C:4]([C:8]2[N:13]=[C:12]3[S:14][CH:15]=[CH:16][C:11]3=[CH:10][C:9]=2[C@@H:17]([NH:19][C:21]2[N:29]=[CH:28][N:27]=[C:26]3[C:22]=2[N:23]=[CH:24][NH:25]3)[CH3:18])[CH:5]=[CH:6][CH:7]=1. (3) The product is: [CH3:18][N:19]([CH2:20][C:21]1[CH:22]=[C:23]2[C:28](=[CH:29][CH:30]=1)[N:27]=[CH:26][CH:25]=[N:24]2)[C:10]([C:8]1[S:9][C:5]([CH:3]([OH:4])[C:2]([F:1])([F:14])[F:13])=[CH:6][N:7]=1)=[O:12]. Given the reactants [F:1][C:2]([F:14])([F:13])[CH:3]([C:5]1[S:9][C:8]([C:10]([O-:12])=O)=[N:7][CH:6]=1)[O-:4].[Li+].[Li+].[Cl-].[CH3:18][NH2+:19][CH2:20][C:21]1[CH:22]=[C:23]2[C:28](=[CH:29][CH:30]=1)[N:27]=[CH:26][CH:25]=[N:24]2.CCN(C(C)C)C(C)C.CN(C(ON1N=NC2C=CC=CC1=2)=[N+](C)C)C.F[P-](F)(F)(F)(F)F, predict the reaction product.